Dataset: Catalyst prediction with 721,799 reactions and 888 catalyst types from USPTO. Task: Predict which catalyst facilitates the given reaction. (1) Reactant: [CH:1]([C:3]1[C:8]([C:9]([O:11]CC)=O)=[C:7]([S:14][CH3:15])[N:6]=[C:5]([C:16]2[CH:21]=[CH:20][CH:19]=[CH:18][CH:17]=2)[N:4]=1)=O.Cl.Cl.[NH2:24][NH2:25]. Product: [CH3:15][S:14][C:7]1[C:8]2[C:9](=[O:11])[NH:25][N:24]=[CH:1][C:3]=2[N:4]=[C:5]([C:16]2[CH:17]=[CH:18][CH:19]=[CH:20][CH:21]=2)[N:6]=1. The catalyst class is: 8. (2) Reactant: Br[CH2:2][C:3]1[O:7][N:6]=[CH:5][CH:4]=1.[C:8]([O:12][C:13](=[O:16])[NH:14][NH2:15])([CH3:11])([CH3:10])[CH3:9].C(=O)([O-])[O-].[Na+].[Na+]. Product: [C:8]([O:12][C:13]([NH:14][NH:15][CH2:2][C:3]1[O:7][N:6]=[CH:5][CH:4]=1)=[O:16])([CH3:11])([CH3:10])[CH3:9]. The catalyst class is: 3. (3) Reactant: [CH3:1][O:2][CH2:3][CH:4]([C:6]([OH:8])=[O:7])[NH2:5].[O:9]1CC[CH2:11][CH2:10]1.C(OC(=O)C)(=O)C. Product: [C:10]([NH:5][CH:4]([C:6]([OH:8])=[O:7])[CH2:3][O:2][CH3:1])(=[O:9])[CH3:11]. The catalyst class is: 6. (4) Reactant: [F:1][C:2]([F:44])([F:43])[C:3]1[CH:4]=[CH:5][C:6]([NH:9][C:10](=[O:42])[O:11][CH2:12][C@@H:13]([N:28]([CH3:41])[C:29]([NH:31][CH2:32][C:33]2[CH:38]=[CH:37][CH:36]=[C:35]([F:39])[C:34]=2[Cl:40])=[O:30])[CH2:14][CH2:15][CH2:16][N:17]2C(=O)C3C(=CC=CC=3)C2=O)=[N:7][CH:8]=1.NN. Product: [F:44][C:2]([F:1])([F:43])[C:3]1[CH:4]=[CH:5][C:6]([NH:9][C:10](=[O:42])[O:11][CH2:12][C@@H:13]([N:28]([CH3:41])[C:29]([NH:31][CH2:32][C:33]2[CH:38]=[CH:37][CH:36]=[C:35]([F:39])[C:34]=2[Cl:40])=[O:30])[CH2:14][CH2:15][CH2:16][NH2:17])=[N:7][CH:8]=1. The catalyst class is: 5. (5) Reactant: Cl.CN(C)[CH2:4][CH2:5][CH2:6][N:7]=C=NCC.[OH2:13].ON1[C:19]2[CH:20]=[CH:21][CH:22]=[CH:23][C:18]=2N=N1. Product: [CH:18]1[CH:23]=[CH:22][C:21](/[CH:4]=[CH:5]/[C:6]([NH2:7])=[O:13])=[CH:20][CH:19]=1. The catalyst class is: 17. (6) Reactant: C([N:4]1[CH2:9][CH2:8][CH:7]([C:10]([OH:12])=O)[CH2:6][CH2:5]1)(=O)C.S(Cl)(Cl)=O.[Br:17][C:18]1[CH:23]=[CH:22][CH:21]=[CH:20][CH:19]=1.[Cl-].[Al+3].[Cl-].[Cl-]. Product: [Br:17][C:18]1[CH:23]=[CH:22][C:21]([C:10]([CH:7]2[CH2:6][CH2:5][NH:4][CH2:9][CH2:8]2)=[O:12])=[CH:20][CH:19]=1. The catalyst class is: 26.